This data is from Peptide-MHC class II binding affinity with 134,281 pairs from IEDB. The task is: Regression. Given a peptide amino acid sequence and an MHC pseudo amino acid sequence, predict their binding affinity value. This is MHC class II binding data. The peptide sequence is LIGPTPVNIIGRNLLTQLGC. The MHC is DRB1_0404 with pseudo-sequence DRB1_0404. The binding affinity (normalized) is 0.284.